Dataset: Peptide-MHC class I binding affinity with 185,985 pairs from IEDB/IMGT. Task: Regression. Given a peptide amino acid sequence and an MHC pseudo amino acid sequence, predict their binding affinity value. This is MHC class I binding data. The peptide sequence is AAMVPTGSL. The MHC is H-2-Db with pseudo-sequence H-2-Db. The binding affinity (normalized) is 0.305.